Dataset: Forward reaction prediction with 1.9M reactions from USPTO patents (1976-2016). Task: Predict the product of the given reaction. (1) Given the reactants [CH:1](=O)[CH2:2][CH2:3][CH2:4][CH2:5][CH2:6][CH2:7][CH2:8][CH2:9]C.[CH:12]([O:19][CH2:20][CH3:21])([O:16][CH2:17][CH3:18])OCC.[N+]([O-])([O-])=O.[NH4+], predict the reaction product. The product is: [CH2:20]([O:19][CH:12]([O:16][CH2:17][CH3:18])[CH2:1][CH2:2][CH2:3][CH2:4][CH2:5][CH2:6][CH2:7][CH2:8][CH3:9])[CH3:21]. (2) Given the reactants [I-].[CH3:2][S+](C)(C)=O.[H-].[Na+].[C:9](/[CH:11]=[CH:12]/[C:13]1[CH:14]=[C:15]([CH:20]=[CH:21][CH:22]=1)[C:16]([O:18][CH3:19])=[O:17])#[N:10].[Cl-].[NH4+], predict the reaction product. The product is: [C:9](/[C:11](/[CH3:2])=[CH:12]/[C:13]1[CH:14]=[C:15]([CH:20]=[CH:21][CH:22]=1)[C:16]([O:18][CH3:19])=[O:17])#[N:10]. (3) Given the reactants [N:1]1[CH:6]=[CH:5][CH:4]=[C:3]([C:7]2[CH:8]=[C:9]([C:13]3[N:17]4[CH:18]=[CH:19][C:20]([CH:22]=O)=[CH:21][C:16]4=[N:15][CH:14]=3)[CH:10]=[CH:11][CH:12]=2)[CH:2]=1.Cl.[NH2:25][OH:26], predict the reaction product. The product is: [NH3:1].[N:1]1[CH:6]=[CH:5][CH:4]=[C:3]([C:7]2[CH:8]=[C:9]([C:13]3[N:17]4[CH:18]=[CH:19][C:20]([CH:22]=[N:25][OH:26])=[CH:21][C:16]4=[N:15][CH:14]=3)[CH:10]=[CH:11][CH:12]=2)[CH:2]=1. (4) The product is: [NH:13]([C:15](=[O:20])[C:16]([NH:1][CH2:2][C:3]1[C:12]2[C:7](=[CH:8][CH:9]=[CH:10][CH:11]=2)[CH:6]=[CH:5][CH:4]=1)=[O:17])[NH2:14]. Given the reactants [NH2:1][CH2:2][C:3]1[C:12]2[C:7](=[CH:8][CH:9]=[CH:10][CH:11]=2)[CH:6]=[CH:5][CH:4]=1.[NH:13]([C:15](=[O:20])[C:16](OC)=[O:17])[NH2:14], predict the reaction product. (5) The product is: [CH:1]1([NH:4][C:11]2[C:10]3=[N:15][CH:16]=[C:17]([C:18]#[N:19])[N:9]3[N:8]=[C:7]([S:6][CH3:5])[N:12]=2)[CH2:3][CH2:2]1. Given the reactants [CH:1]1([NH2:4])[CH2:3][CH2:2]1.[CH3:5][S:6][C:7]1[N:12]=[C:11](SC)[C:10]2=[N:15][CH:16]=[C:17]([C:18]#[N:19])[N:9]2[N:8]=1, predict the reaction product. (6) Given the reactants [Cl:1][C:2]1[CH:7]=[CH:6][CH:5]=[CH:4][N:3]=1.[Li+].CC([N-]C(C)C)C.[CH:16](=[O:18])[CH3:17].O, predict the reaction product. The product is: [Cl:1][C:2]1[C:7]([CH:16]([OH:18])[CH3:17])=[CH:6][CH:5]=[CH:4][N:3]=1.